Dataset: Reaction yield outcomes from USPTO patents with 853,638 reactions. Task: Predict the reaction yield, written as a fraction of the theoretical maximum amount of product (1.0 means a 100% yield; for example, 0.34 means a 34% yield). (1) The reactants are [Cl:1][C:2]1[CH:7]=[C:6]([CH3:8])[C:5]([N+:9]([O-:11])=[O:10])=[CH:4][C:3]=1[N+:12]([O-:14])=[O:13].C[C:16]([N:18]([CH3:20])[CH3:19])=O.O. The catalyst is CN(C=O)C. The product is [Cl:1][C:2]1[C:3]([N+:12]([O-:14])=[O:13])=[CH:4][C:5]([N+:9]([O-:11])=[O:10])=[C:6](/[CH:8]=[CH:16]/[N:18]([CH3:20])[CH3:19])[CH:7]=1. The yield is 0.720. (2) The catalyst is C1COCC1.C1C=CC([P]([Pd]([P](C2C=CC=CC=2)(C2C=CC=CC=2)C2C=CC=CC=2)([P](C2C=CC=CC=2)(C2C=CC=CC=2)C2C=CC=CC=2)[P](C2C=CC=CC=2)(C2C=CC=CC=2)C2C=CC=CC=2)(C2C=CC=CC=2)C2C=CC=CC=2)=CC=1. The reactants are [CH3:1][C:2]1[CH:27]=[C:26]([CH3:28])[CH:25]=[CH:24][C:3]=1[CH2:4][N:5]1[C:14](OS(C(F)(F)F)(=O)=O)=[CH:13][C:12]2[C:7](=[CH:8][CH:9]=[CH:10][CH:11]=2)[C:6]1=[O:23].CCN(CC)CC.[CH3:36][C:37]([OH:41])([C:39]#[CH:40])[CH3:38]. The yield is 0.650. The product is [CH3:1][C:2]1[CH:27]=[C:26]([CH3:28])[CH:25]=[CH:24][C:3]=1[CH2:4][N:5]1[C:14]([C:40]#[C:39][C:37]([OH:41])([CH3:38])[CH3:36])=[CH:13][C:12]2[C:7](=[CH:8][CH:9]=[CH:10][CH:11]=2)[C:6]1=[O:23].